Dataset: Peptide-MHC class I binding affinity with 185,985 pairs from IEDB/IMGT. Task: Regression. Given a peptide amino acid sequence and an MHC pseudo amino acid sequence, predict their binding affinity value. This is MHC class I binding data. The binding affinity (normalized) is 0.0847. The MHC is HLA-B15:17 with pseudo-sequence HLA-B15:17. The peptide sequence is SQVRVPTVF.